Dataset: Forward reaction prediction with 1.9M reactions from USPTO patents (1976-2016). Task: Predict the product of the given reaction. (1) Given the reactants C([O:8][C:9]1[CH:14]=[CH:13][C:12]([C:15]23[CH2:24][CH2:23][CH2:22][CH2:21][CH:20]=[C:19]2[O:18][C:17]2[CH:25]=[CH:26][CH:27]=[C:28]([F:29])[C:16]3=2)=[CH:11][CH:10]=1)C1C=CC=CC=1, predict the reaction product. The product is: [F:29][C:28]1[C:16]2[C:15]3([C:12]4[CH:11]=[CH:10][C:9]([OH:8])=[CH:14][CH:13]=4)[CH2:24][CH2:23][CH2:22][CH2:21][CH:20]=[C:19]3[O:18][C:17]=2[CH:25]=[CH:26][CH:27]=1. (2) The product is: [F:1][C:2]1[CH:10]=[C:9]([F:11])[CH:8]=[C:7]2[C:3]=1[CH2:4][C@@H:5]([OH:31])[C@@H:6]2[N:12]1[C:20]2[CH2:19][CH2:18][NH:17][CH2:16][C:15]=2[C:14]([C:24]2[CH:29]=[CH:28][C:27]([F:30])=[CH:26][CH:25]=2)=[N:13]1. Given the reactants [F:1][C:2]1[CH:10]=[C:9]([F:11])[CH:8]=[C:7]2[C:3]=1[CH2:4][C@@H:5]([OH:31])[C@@H:6]2[N:12]1[C:20]2[CH2:19][CH2:18][N:17](C(C)C)[CH2:16][C:15]=2[C:14]([C:24]2[CH:29]=[CH:28][C:27]([F:30])=[CH:26][CH:25]=2)=[N:13]1.Cl, predict the reaction product. (3) The product is: [O:1]1[C:5]2[CH:6]=[CH:7][C:8]([C:10]3[O:14][C:13]([S:15][CH2:20][C:19]4[CH:22]=[CH:23][CH:24]=[C:17]([Cl:16])[CH:18]=4)=[N:12][N:11]=3)=[CH:9][C:4]=2[CH:3]=[CH:2]1. Given the reactants [O:1]1[C:5]2[CH:6]=[CH:7][C:8]([C:10]3[O:14][C:13]([SH:15])=[N:12][N:11]=3)=[CH:9][C:4]=2[CH:3]=[CH:2]1.[Cl:16][C:17]1[CH:18]=[C:19]([CH:22]=[CH:23][CH:24]=1)[CH2:20]Cl, predict the reaction product. (4) Given the reactants CC1(C)C(C)(C)OB([C:9]2[CH:14]=[CH:13][C:12]([C:15]3([NH:18]C(=O)OC(C)(C)C)[CH2:17][CH2:16]3)=[CH:11][CH:10]=2)O1.[Cl:27][CH:28]([Cl:47])[C:29]([N:31]1[C@H:35]([CH2:36][F:37])[C@@H:34]([C:38]2[CH:43]=[CH:42][C:41](I)=[CH:40][CH:39]=2)[O:33]C1(C)C)=[O:30].C([O-])([O-])=O.[Cs+].[Cs+], predict the reaction product. The product is: [NH2:18][C:15]1([C:12]2[CH:11]=[CH:10][C:9]([C:41]3[CH:42]=[CH:43][C:38]([C@@H:34]([OH:33])[C@H:35]([NH:31][C:29](=[O:30])[CH:28]([Cl:27])[Cl:47])[CH2:36][F:37])=[CH:39][CH:40]=3)=[CH:14][CH:13]=2)[CH2:16][CH2:17]1.